Dataset: Full USPTO retrosynthesis dataset with 1.9M reactions from patents (1976-2016). Task: Predict the reactants needed to synthesize the given product. Given the product [CH3:1][O:2][C:3](=[O:31])[CH2:4][O:5][C:6]1[CH:11]=[CH:10][C:9]([O:12][CH2:13][C:14]2[S:15][C:16]([C:38]3[CH:37]=[CH:36][C:35]([O:34][C:33]([F:32])([F:44])[F:45])=[CH:40][CH:39]=3)=[C:17]([C:19]3[CH:24]=[CH:23][C:22]([O:25][CH:26]([CH3:28])[CH3:27])=[CH:21][CH:20]=3)[N:18]=2)=[CH:8][C:7]=1[CH3:30], predict the reactants needed to synthesize it. The reactants are: [CH3:1][O:2][C:3](=[O:31])[CH2:4][O:5][C:6]1[CH:11]=[CH:10][C:9]([O:12][CH2:13][C:14]2[S:15][C:16](Br)=[C:17]([C:19]3[CH:24]=[CH:23][C:22]([O:25][CH:26]([CH3:28])[CH3:27])=[CH:21][CH:20]=3)[N:18]=2)=[CH:8][C:7]=1[CH3:30].[F:32][C:33]([F:45])([F:44])[O:34][C:35]1[CH:40]=[CH:39][C:38](B(O)O)=[CH:37][CH:36]=1.C(=O)([O-])[O-].[Na+].[Na+].C(O)C.